Regression/Classification. Given a drug SMILES string, predict its absorption, distribution, metabolism, or excretion properties. Task type varies by dataset: regression for continuous measurements (e.g., permeability, clearance, half-life) or binary classification for categorical outcomes (e.g., BBB penetration, CYP inhibition). Dataset: hlm. From a dataset of Human liver microsome stability data. (1) The molecule is CC#C[C@@H](Cc1nn[nH]n1)c1ccc(OCc2ccc3scc(C4CC4)c3c2)cc1. The result is 1 (stable in human liver microsomes). (2) The molecule is CS(=O)(=O)N1CCC(Oc2ccc3c(c2)CCC2(CCN(C4CCC4)CC2)O3)CC1. The result is 0 (unstable in human liver microsomes). (3) The compound is CS(=O)(=O)c1ccc(-c2cnc(N)c(-c3ccc(C(F)(F)F)nc3)c2)cc1. The result is 0 (unstable in human liver microsomes). (4) The compound is COC[C@@H]1C[C@@H](C(=O)NC[C@H]2CCCO2)CN(Cc2nc(N3CCOCC3)oc2C)C1. The result is 1 (stable in human liver microsomes). (5) The compound is CCCN(CCC)CCOc1ccc2c(O)c3c(Cl)cc(Cl)cc3nc2c1. The result is 0 (unstable in human liver microsomes). (6) The compound is COc1ccc2[nH]c(C(=O)N3CC(=O)N(Cc4ccc5cc[nH]c5c4)[C@@H](Cc4ccccc4)C3)cc2c1. The result is 0 (unstable in human liver microsomes). (7) The drug is CCN1Cc2ccccc2C[C@@H]1C(=O)Nc1cc(F)c(-c2cn[nH]c2)cc1OCCN(C)C. The result is 1 (stable in human liver microsomes).